Dataset: Reaction yield outcomes from USPTO patents with 853,638 reactions. Task: Predict the reaction yield, written as a fraction of the theoretical maximum amount of product (1.0 means a 100% yield; for example, 0.34 means a 34% yield). The reactants are [CH2:1]([C@@:4]1([C:20]2[CH:25]=[CH:24][C:23]([F:26])=[CH:22][CH:21]=2)[O:9][C:8](=[O:10])[N:7]([C@H:11]([C:13]2[CH:18]=[CH:17][C:16](Br)=[CH:15][CH:14]=2)[CH3:12])[CH2:6][CH2:5]1)[CH:2]=[CH2:3].[B:27]1([B:27]2[O:31][C:30]([CH3:33])([CH3:32])[C:29]([CH3:35])([CH3:34])[O:28]2)[O:31][C:30]([CH3:33])([CH3:32])[C:29]([CH3:35])([CH3:34])[O:28]1.CC([O-])=O.[K+].C(Cl)Cl. The catalyst is CS(C)=O.C1C=CC(P(C2C=CC=CC=2)[C-]2C=CC=C2)=CC=1.C1C=CC(P(C2C=CC=CC=2)[C-]2C=CC=C2)=CC=1.Cl[Pd]Cl.[Fe+2]. The product is [CH2:1]([C@@:4]1([C:20]2[CH:25]=[CH:24][C:23]([F:26])=[CH:22][CH:21]=2)[O:9][C:8](=[O:10])[N:7]([C@H:11]([C:13]2[CH:18]=[CH:17][C:16]([B:27]3[O:31][C:30]([CH3:33])([CH3:32])[C:29]([CH3:35])([CH3:34])[O:28]3)=[CH:15][CH:14]=2)[CH3:12])[CH2:6][CH2:5]1)[CH:2]=[CH2:3]. The yield is 0.870.